This data is from Reaction yield outcomes from USPTO patents with 853,638 reactions. The task is: Predict the reaction yield, written as a fraction of the theoretical maximum amount of product (1.0 means a 100% yield; for example, 0.34 means a 34% yield). (1) The reactants are [Br:1][C:2]1[C:3]([F:13])=[CH:4][C:5]([F:12])=[C:6]([S:8](Cl)(=[O:10])=[O:9])[CH:7]=1.[CH2:14]([CH2:16][NH2:17])[OH:15]. No catalyst specified. The product is [Br:1][C:2]1[C:3]([F:13])=[CH:4][C:5]([F:12])=[C:6]([S:8]([NH:17][CH2:16][CH2:14][OH:15])(=[O:10])=[O:9])[CH:7]=1. The yield is 1.00. (2) The reactants are Cl.[N:2]1([CH:7]2[CH2:12][CH2:11][N:10]([CH2:13][C:14]([OH:16])=O)[CH2:9][CH2:8]2)[CH2:6][CH2:5][CH2:4][CH2:3]1.[NH2:17][C@@H:18]([CH2:36][O:37][CH2:38][C:39]1[CH:44]=[CH:43][CH:42]=[CH:41][CH:40]=1)[C:19]([NH:21][C:22]1[CH:27]=[CH:26][C:25]([O:28][C:29]2[CH:34]=[CH:33][C:32]([F:35])=[CH:31][CH:30]=2)=[CH:24][CH:23]=1)=[O:20]. No catalyst specified. The product is [CH2:38]([O:37][CH2:36][C@H:18]([NH:17][C:14](=[O:16])[CH2:13][N:10]1[CH2:9][CH2:8][CH:7]([N:2]2[CH2:3][CH2:4][CH2:5][CH2:6]2)[CH2:12][CH2:11]1)[C:19]([NH:21][C:22]1[CH:27]=[CH:26][C:25]([O:28][C:29]2[CH:34]=[CH:33][C:32]([F:35])=[CH:31][CH:30]=2)=[CH:24][CH:23]=1)=[O:20])[C:39]1[CH:44]=[CH:43][CH:42]=[CH:41][CH:40]=1. The yield is 0.481. (3) The reactants are [NH2:1][C:2]1[CH:7]=[CH:6][CH:5]=[C:4]([NH2:8])[N:3]=1.[Cl:9][C:10]1[CH:15]=[C:14](Cl)[N:13]=[CH:12][N:11]=1. The catalyst is C(O)CCC. The product is [Cl:9][C:10]1[N:11]=[CH:12][N:13]=[C:14]([NH:1][C:2]2[CH:7]=[CH:6][CH:5]=[C:4]([NH2:8])[N:3]=2)[CH:15]=1. The yield is 0.360. (4) The reactants are [CH3:1][O:2][C:3]1[CH:4]=[C:5]2[C:10](=[CH:11][C:12]=1[O:13][CH3:14])[N:9]=[CH:8][CH:7]=[C:6]2[O:15][C:16]1[C:22]([CH3:23])=[CH:21][C:19]([NH2:20])=[C:18]([CH3:24])[CH:17]=1.C(N(CC)CC)C.[C:32](Cl)(Cl)=[S:33].[C:36]([NH:39][CH2:40][CH2:41][NH2:42])(=[O:38])[CH3:37]. The catalyst is CN(C)C=O.C(OCC)(=O)C. The product is [CH3:1][O:2][C:3]1[CH:4]=[C:5]2[C:10](=[CH:11][C:12]=1[O:13][CH3:14])[N:9]=[CH:8][CH:7]=[C:6]2[O:15][C:16]1[C:22]([CH3:23])=[CH:21][C:19]([NH:20][C:32]([NH:42][CH2:41][CH2:40][NH:39][C:36](=[O:38])[CH3:37])=[S:33])=[C:18]([CH3:24])[CH:17]=1. The yield is 0.0800. (5) The reactants are [CH:1]1([C:5]([O:7]CC)=O)[CH2:4][CH2:3][CH2:2]1.[CH3:10][C:11]([CH3:13])=[O:12]. The catalyst is CCOCC. The product is [CH:1]1([C:5](=[O:7])[CH2:10][C:11](=[O:12])[CH3:13])[CH2:2][CH2:3][CH2:4]1. The yield is 0.760. (6) The reactants are [Br:1][C:2]1[CH:7]=[CH:6][C:5]([NH2:8])=[C:4]([F:9])[CH:3]=1.[CH2:10]([O:17][C:18]1[CH:27]=[C:26]2[C:21]([C:22](Cl)=[N:23][CH:24]=[N:25]2)=[CH:20][C:19]=1[O:29][CH3:30])[C:11]1[CH:16]=[CH:15][CH:14]=[CH:13][CH:12]=1. The catalyst is C(O)(C)C. The product is [CH2:10]([O:17][C:18]1[CH:27]=[C:26]2[C:21]([C:22]([NH:8][C:5]3[CH:6]=[CH:7][C:2]([Br:1])=[CH:3][C:4]=3[F:9])=[N:23][CH:24]=[N:25]2)=[CH:20][C:19]=1[O:29][CH3:30])[C:11]1[CH:12]=[CH:13][CH:14]=[CH:15][CH:16]=1. The yield is 0.740. (7) The reactants are Cl.[F:2][C:3]1[CH:8]=[CH:7][CH:6]=[CH:5][C:4]=1[CH2:9][C:10]([CH:12]1[CH2:17][CH2:16][NH:15][CH2:14][CH2:13]1)=[O:11].[C:18]([O:22][C:23]1[C:24]([CH:29]=O)=[N:25][CH:26]=[CH:27][N:28]=1)([CH3:21])([CH3:20])[CH3:19].C(O[BH-](OC(=O)C)OC(=O)C)(=O)C.[Na+].[OH-].[Na+]. The catalyst is ClCCl. The product is [C:18]([O:22][C:23]1[C:24]([CH2:29][N:15]2[CH2:14][CH2:13][CH:12]([C:10](=[O:11])[CH2:9][C:4]3[CH:5]=[CH:6][CH:7]=[CH:8][C:3]=3[F:2])[CH2:17][CH2:16]2)=[N:25][CH:26]=[CH:27][N:28]=1)([CH3:21])([CH3:20])[CH3:19]. The yield is 0.760. (8) The reactants are [CH3:1][O:2][C:3]([C:5]1([C:8]2[CH:13]=[CH:12][C:11]([O:14][CH3:15])=[CH:10][CH:9]=2)[CH2:7][CH2:6]1)=[O:4].[N+:16]([O-])([OH:18])=[O:17].Cl. The catalyst is CC(OC(C)=O)=O.CC(O)=O. The product is [CH3:1][O:2][C:3]([C:5]1([C:8]2[CH:9]=[CH:10][C:11]([O:14][CH3:15])=[C:12]([N+:16]([O-:18])=[O:17])[CH:13]=2)[CH2:6][CH2:7]1)=[O:4]. The yield is 0.980. (9) The reactants are [F:1][C:2]1[CH:3]=[C:4]([OH:11])[CH:5]=[CH:6][C:7]=1[N+:8]([O-:10])=[O:9].C(=O)([O-])[O-].[K+].[K+].C1(C)C=CC(S(O[CH:28]2[CH2:33][CH2:32][N:31]([C:34]([O:36][C:37]([CH3:40])([CH3:39])[CH3:38])=[O:35])[CH2:30][CH2:29]2)(=O)=O)=CC=1. The catalyst is CN(C)C=O. The product is [F:1][C:2]1[CH:3]=[C:4]([CH:5]=[CH:6][C:7]=1[N+:8]([O-:10])=[O:9])[O:11][CH:28]1[CH2:33][CH2:32][N:31]([C:34]([O:36][C:37]([CH3:40])([CH3:39])[CH3:38])=[O:35])[CH2:30][CH2:29]1. The yield is 0.850.